The task is: Predict the reactants needed to synthesize the given product.. This data is from Full USPTO retrosynthesis dataset with 1.9M reactions from patents (1976-2016). (1) Given the product [Br:20][CH2:17][C:3]1[CH:4]=[C:5]([S:8]([N:11]2[CH2:16][CH2:15][CH2:14][CH2:13][CH2:12]2)(=[O:10])=[O:9])[CH:6]=[CH:7][C:2]=1[Cl:1], predict the reactants needed to synthesize it. The reactants are: [Cl:1][C:2]1[CH:7]=[CH:6][C:5]([S:8]([N:11]2[CH2:16][CH2:15][CH2:14][CH2:13][CH2:12]2)(=[O:10])=[O:9])=[CH:4][C:3]=1[CH2:17]O.C(Br)(Br)(Br)[Br:20].C1(P(C2C=CC=CC=2)C2C=CC=CC=2)C=CC=CC=1. (2) Given the product [C:1]([O:5][C:6]([C:8]1[CH:9]=[CH:10][C:11]([CH2:12][N:13]2[C:17]([CH3:18])=[C:16]([C:19]3[CH:24]=[CH:23][C:22]([C:25]#[N:26])=[C:21]([Cl:27])[CH:20]=3)[C:15]([C:28]([OH:30])=[O:29])=[N:14]2)=[CH:33][CH:34]=1)=[O:7])([CH3:4])([CH3:2])[CH3:3], predict the reactants needed to synthesize it. The reactants are: [C:1]([O:5][C:6]([C:8]1[CH:34]=[CH:33][C:11]([CH2:12][N:13]2[C:17]([CH3:18])=[C:16]([C:19]3[CH:24]=[CH:23][C:22]([C:25]#[N:26])=[C:21]([Cl:27])[CH:20]=3)[C:15]([C:28]([O:30]CC)=[O:29])=[N:14]2)=[CH:10][CH:9]=1)=[O:7])([CH3:4])([CH3:3])[CH3:2].[OH-].[Na+].C(O)(=O)CC(CC(O)=O)(C(O)=O)O.